From a dataset of Catalyst prediction with 721,799 reactions and 888 catalyst types from USPTO. Predict which catalyst facilitates the given reaction. (1) Reactant: [C:1]([C:3]1[CH:29]=[CH:28][C:6]([CH2:7][N:8]([CH2:20][C:21]([O:23][C:24]([CH3:27])([CH3:26])[CH3:25])=[O:22])[C:9](=[O:19])[C:10]2[CH:15]=[CH:14][C:13]([N+:16]([O-:18])=[O:17])=[CH:12][CH:11]=2)=[CH:5][CH:4]=1)#[N:2].Cl.[NH2:31][OH:32].C([O-])(O)=O.[Na+]. Product: [OH:32][NH:31][C:1]([C:3]1[CH:4]=[CH:5][C:6]([CH2:7][N:8]([CH2:20][C:21]([O:23][C:24]([CH3:25])([CH3:26])[CH3:27])=[O:22])[C:9](=[O:19])[C:10]2[CH:15]=[CH:14][C:13]([N+:16]([O-:18])=[O:17])=[CH:12][CH:11]=2)=[CH:28][CH:29]=1)=[NH:2]. The catalyst class is: 3. (2) Reactant: [O:1]=[S:2]1(=[O:30])[CH2:7][CH2:6][CH:5]([O:8][C:9]2[CH:14]=[CH:13][C:12]([C:15]3[C:16]4[CH:24]=[C:23]([C:25](OC)=[O:26])[CH:22]=[CH:21][C:17]=4[S:18][C:19]=3[CH3:20])=[C:11]([CH3:29])[CH:10]=2)[CH2:4][CH2:3]1.CC(C[AlH]CC(C)C)C.C(C(C(C([O-])=O)O)O)([O-])=O.[K+].[Na+]. Product: [OH:26][CH2:25][C:23]1[CH:22]=[CH:21][C:17]2[S:18][C:19]([CH3:20])=[C:15]([C:12]3[CH:13]=[CH:14][C:9]([O:8][CH:5]4[CH2:6][CH2:7][S:2](=[O:30])(=[O:1])[CH2:3][CH2:4]4)=[CH:10][C:11]=3[CH3:29])[C:16]=2[CH:24]=1. The catalyst class is: 2.